This data is from Full USPTO retrosynthesis dataset with 1.9M reactions from patents (1976-2016). The task is: Predict the reactants needed to synthesize the given product. (1) Given the product [CH3:41][O:42][C:43]1[CH:39]=[CH:40][CH:35]=[CH:33][C:34]=1[C:12]([C:4]1[N:3]=[C:2]([NH:27][C:24]2[CH:23]=[C:22]([CH3:21])[NH:26][N:25]=2)[C:11]2[C:6](=[CH:7][CH:8]=[CH:9][CH:10]=2)[N:5]=1)=[O:14], predict the reactants needed to synthesize it. The reactants are: Cl[C:2]1[C:11]2[C:6](=[CH:7][CH:8]=[CH:9][CH:10]=2)[N:5]=[C:4]([C:12]([O:14]CC)=O)[N:3]=1.[Br-].Cl.[Na+].[Cl-].[CH3:21][C:22]1[NH:26][N:25]=[C:24]([NH2:27])[CH:23]=1.[I-].[K+].CCN(C(C)C)[CH:33]([CH3:35])[CH3:34].[CH2:39]1[CH2:43][O:42][CH2:41][CH2:40]1. (2) Given the product [N+:10]([C:13]1[CH:14]=[CH:15][C:16]2[O:20][N:19]=[CH:18][C:17]=2[CH:21]=1)([O-:12])=[O:11].[O:52]1[C:56]2[CH:57]=[CH:58][C:59]([NH2:61])=[CH:60][C:55]=2[CH:54]=[N:53]1.[O:20]1[C:16]2[CH:15]=[CH:14][C:13]([NH:10][C:38]([CH:35]3[CH2:36][CH2:37][N:32]([C:23]4[CH:24]=[CH:25][C:26]5[C:31](=[CH:30][CH:29]=[CH:28][CH:27]=5)[CH:22]=4)[CH2:33][CH2:34]3)=[O:39])=[CH:21][C:17]=2[CH:18]=[N:19]1, predict the reactants needed to synthesize it. The reactants are: O1C2C=CC=CC=2C=N1.[N+:10]([C:13]1[CH:14]=[CH:15][C:16]2[O:20][N:19]=[CH:18][C:17]=2[CH:21]=1)([O-:12])=[O:11].[CH:22]1[C:31]2[C:26](=[CH:27][CH:28]=[CH:29][CH:30]=2)[CH:25]=[CH:24][C:23]=1[N:32]1[CH2:37][CH2:36][CH:35]([C:38](O)=[O:39])[CH2:34][CH2:33]1.BrC1C=CC2C(=CC=CC=2)C=1.[O:52]1[C:56]2[CH:57]=[CH:58][C:59]([NH2:61])=[CH:60][C:55]=2[CH:54]=[N:53]1. (3) Given the product [C:21]([N:24]1[CH2:29][CH2:28][CH2:27][CH:26]([C:30]2[CH:31]=[CH:32][C:33]([C:34]([NH:20][C:3]3[CH:4]=[CH:5][C:6]([N:8]4[CH2:12][CH2:11][CH:10]([CH2:13][N:14]5[CH2:18][CH2:17][CH2:16][CH:15]5[CH3:19])[CH2:9]4)=[CH:7][C:2]=3[CH3:1])=[O:35])=[CH:37][CH:38]=2)[CH2:25]1)(=[O:23])[CH3:22], predict the reactants needed to synthesize it. The reactants are: [CH3:1][C:2]1[CH:7]=[C:6]([N:8]2[CH2:12][CH2:11][CH:10]([CH2:13][N:14]3[CH2:18][CH2:17][CH2:16][CH:15]3[CH3:19])[CH2:9]2)[CH:5]=[CH:4][C:3]=1[NH2:20].[C:21]([N:24]1[CH2:29][CH2:28][CH2:27][CH:26]([C:30]2[CH:38]=[CH:37][C:33]([C:34](O)=[O:35])=[CH:32][CH:31]=2)[CH2:25]1)(=[O:23])[CH3:22]. (4) Given the product [C:1]([O:5][C:6](=[O:23])[NH:7][C@H:8]([C:16]1[NH:20][CH:19]=[C:18]([Cl:22])[N:17]=1)[CH2:9][C:10]1[CH:15]=[CH:14][CH:13]=[CH:12][CH:11]=1)([CH3:4])([CH3:2])[CH3:3], predict the reactants needed to synthesize it. The reactants are: [C:1]([O:5][C:6](=[O:23])[NH:7][C@H:8]([C:16]1[NH:17][C:18]([Cl:22])=[C:19](Br)[N:20]=1)[CH2:9][C:10]1[CH:15]=[CH:14][CH:13]=[CH:12][CH:11]=1)([CH3:4])([CH3:3])[CH3:2].C1C(=O)N(Cl)C(=O)C1. (5) Given the product [CH2:28]([N:2]1[CH2:17][C:18]([CH2:19][CH3:20])=[CH:23][N:1]1[C:3]1[C:8]2[N:9]([CH3:13])[C:10](=[O:12])[NH:11][C:7]=2[CH:6]=[CH:5][CH:4]=1)[CH3:29], predict the reactants needed to synthesize it. The reactants are: [NH:1]([C:3]1[C:8]2[N:9]([CH3:13])[C:10](=[O:12])[NH:11][C:7]=2[CH:6]=[CH:5][CH:4]=1)[NH2:2].CCC(=O)[CH2:17][C:18](=O)[CH2:19][CH3:20].[C:23](=O)([O-])O.[Na+].[C:28](O)(=O)[CH3:29]. (6) Given the product [Cl:1][C:2]1[CH:7]=[CH:6][C:5]([N:8]([S:9]([C:12]2[CH:17]=[CH:16][C:15]([O:18][CH3:19])=[C:14]([O:20][CH3:21])[CH:13]=2)(=[O:11])=[O:10])[CH2:39][C:40]([NH2:42])=[O:41])=[C:4]([CH:22]([OH:23])[C:24]2[CH:29]=[CH:28][CH:27]=[C:26]([O:30][CH3:31])[CH:25]=2)[CH:3]=1, predict the reactants needed to synthesize it. The reactants are: [Cl:1][C:2]1[CH:7]=[CH:6][C:5]([NH:8][S:9]([C:12]2[CH:17]=[CH:16][C:15]([O:18][CH3:19])=[C:14]([O:20][CH3:21])[CH:13]=2)(=[O:11])=[O:10])=[C:4]([CH:22]([C:24]2[CH:29]=[CH:28][CH:27]=[C:26]([O:30][CH3:31])[CH:25]=2)[OH:23])[CH:3]=1.CC(C)([O-])C.[K+].Br[CH2:39][C:40]([NH2:42])=[O:41]. (7) The reactants are: [Br:1][C:2]1[CH:7]=[CH:6][C:5]([NH2:8])=[C:4]([F:9])[CH:3]=1.[F:10][C:11]1[CH:16]=[CH:15][C:14]([C:17]([F:20])([F:19])[F:18])=[CH:13][C:12]=1[N:21]=[C:22]=[O:23]. Given the product [Br:1][C:2]1[CH:7]=[CH:6][C:5]([NH:8][C:22]([NH:21][C:12]2[CH:13]=[C:14]([C:17]([F:18])([F:20])[F:19])[CH:15]=[CH:16][C:11]=2[F:10])=[O:23])=[C:4]([F:9])[CH:3]=1, predict the reactants needed to synthesize it.